The task is: Predict the reactants needed to synthesize the given product.. This data is from Full USPTO retrosynthesis dataset with 1.9M reactions from patents (1976-2016). (1) Given the product [Cl:33][C:30]1[CH:31]=[CH:32][C:27]([CH:24]2[C:23]3[N:18]=[C:16]([NH:15][C:5]4[CH:6]=[CH:7][C:8]([N:9]5[CH:13]=[C:12]([CH3:14])[N:11]=[CH:10]5)=[C:3]([O:2][CH3:1])[CH:4]=4)[S:17][C:22]=3[CH2:21][CH2:20][CH2:25]2)=[CH:28][CH:29]=1, predict the reactants needed to synthesize it. The reactants are: [CH3:1][O:2][C:3]1[CH:4]=[C:5]([NH:15][C:16]([NH2:18])=[S:17])[CH:6]=[CH:7][C:8]=1[N:9]1[CH:13]=[C:12]([CH3:14])[N:11]=[CH:10]1.Br[CH:20]1[C:25](=O)[CH:24]([C:27]2[CH:32]=[CH:31][C:30]([Cl:33])=[CH:29][CH:28]=2)[CH2:23][CH2:22][CH2:21]1. (2) Given the product [C:12]([N:11]([C@@H:6]1[CH2:7][CH2:8][CH2:9][C:10]2[N:1]=[CH:2][CH:3]=[N:4][C:5]1=2)[C:20](=[O:21])[O:19][C:16]([CH3:18])([CH3:17])[CH3:15])(=[O:14])[CH3:13], predict the reactants needed to synthesize it. The reactants are: [N:1]1[C:10]2[CH2:9][CH2:8][CH2:7][C@@H:6]([NH:11][C:12](=[O:14])[CH3:13])[C:5]=2[N:4]=[CH:3][CH:2]=1.[CH3:15][C:16]([O:19][C:20](O[C:20]([O:19][C:16]([CH3:18])([CH3:17])[CH3:15])=[O:21])=[O:21])([CH3:18])[CH3:17].